Dataset: Reaction yield outcomes from USPTO patents with 853,638 reactions. Task: Predict the reaction yield, written as a fraction of the theoretical maximum amount of product (1.0 means a 100% yield; for example, 0.34 means a 34% yield). (1) The reactants are [F-].C([N+](CCCC)(CCCC)CCCC)CCC.[N:19]1[CH:24]=[CH:23][C:22]([C:25]2[CH:32]=[CH:31][C:28]([CH:29]=[O:30])=[CH:27][CH:26]=2)=[CH:21][CH:20]=1.[F:33][C:34]([Si](C)(C)C)([F:36])[F:35].Cl. The catalyst is C1COCC1. The product is [F:33][C:34]([F:36])([F:35])[CH:29]([C:28]1[CH:31]=[CH:32][C:25]([C:22]2[CH:23]=[CH:24][N:19]=[CH:20][CH:21]=2)=[CH:26][CH:27]=1)[OH:30]. The yield is 0.510. (2) The product is [Br:3][C:4]1[CH:5]=[CH:6][C:7](=[O:10])[N:8]([CH3:11])[CH:9]=1. The catalyst is C1COCC1. The yield is 0.968. The reactants are [H-].[Na+].[Br:3][C:4]1[CH:5]=[CH:6][C:7](=[O:10])[NH:8][CH:9]=1.[CH3:11]I. (3) The reactants are [C:1]([C:5]1[O:9][N:8]=[C:7]([NH:10][C:11]([NH:13][C:14]2[CH:19]=[CH:18][CH:17]=[C:16]([SH:20])[CH:15]=2)=[O:12])[CH:6]=1)([CH3:4])([CH3:3])[CH3:2].Cl[C:22]1[C:31]2[C:26](=[CH:27][C:28]([O:34][CH2:35][CH3:36])=[C:29]([O:32][CH3:33])[CH:30]=2)[N:25]=[CH:24][N:23]=1.C([O-])([O-])=O.[Cs+].[Cs+]. The catalyst is C(O)(C)C. The product is [C:1]([C:5]1[O:9][N:8]=[C:7]([NH:10][C:11]([NH:13][C:14]2[CH:19]=[CH:18][CH:17]=[C:16]([S:20][C:22]3[C:31]4[C:26](=[CH:27][C:28]([O:34][CH2:35][CH3:36])=[C:29]([O:32][CH3:33])[CH:30]=4)[N:25]=[CH:24][N:23]=3)[CH:15]=2)=[O:12])[CH:6]=1)([CH3:4])([CH3:2])[CH3:3]. The yield is 0.480. (4) The reactants are [CH3:1][C@H:2]1[C@@H:6]([C:7]2[N:11]3[C:12]4[CH:18]=[CH:17][N:16](S(C5C=CC(C)=CC=5)(=O)=O)[C:13]=4[N:14]=[CH:15][C:10]3=[N:9][N:8]=2)[CH2:5][C@@H:4]([NH:29]C(=O)C)[CH2:3]1.[OH-].[Na+].CN(C(ON1N=NC2C=CC=NC1=2)=[N+](C)C)C.F[P-](F)(F)(F)(F)F.Cl.C[C@H]1[C@@H](C2N3C4C=CN(S(C5C=CC(C)=CC=5)(=O)=O)C=4N=CC3=NN=2)C[C@@H](N)C1. The catalyst is [Pd].CO.CCOCC.O1CCOCC1. The product is [CH3:1][C@H:2]1[C@@H:6]([C:7]2[N:11]3[C:12]4[CH:18]=[CH:17][NH:16][C:13]=4[N:14]=[CH:15][C:10]3=[N:9][N:8]=2)[CH2:5][C@@H:4]([NH2:29])[CH2:3]1. The yield is 0.0500. (5) The reactants are [F:1][C:2]([F:15])([F:14])[CH2:3][O:4][C:5]1[N:10]=[C:9]([C:11]([OH:13])=[O:12])[CH:8]=[CH:7][CH:6]=1.CI.[C:18](=O)([O-])[O-].[K+].[K+].O. The catalyst is CC(N(C)C)=O. The product is [F:15][C:2]([F:1])([F:14])[CH2:3][O:4][C:5]1[N:10]=[C:9]([C:11]([O:13][CH3:18])=[O:12])[CH:8]=[CH:7][CH:6]=1. The yield is 0.450. (6) The reactants are [I:1][C:2]1[CH:7]=[CH:6][C:5]([C:8]2[N:9]=[C:10]([C@H:14]([NH:16][CH3:17])[CH3:15])[N:11]([CH3:13])[CH:12]=2)=[CH:4][CH:3]=1.Cl[C:19]([O:21][CH3:22])=[O:20].C([O-])([O-])=O.[Na+].[Na+].C1COCC1. The catalyst is O.CCOC(C)=O. The product is [I:1][C:2]1[CH:3]=[CH:4][C:5]([C:8]2[N:9]=[C:10]([C@H:14]([N:16]([CH3:17])[C:19](=[O:20])[O:21][CH3:22])[CH3:15])[N:11]([CH3:13])[CH:12]=2)=[CH:6][CH:7]=1. The yield is 0.410.